Dataset: Full USPTO retrosynthesis dataset with 1.9M reactions from patents (1976-2016). Task: Predict the reactants needed to synthesize the given product. (1) Given the product [CH3:21][O:22][C:23](=[O:46])[CH2:24][CH:25]1[CH2:26][CH2:27][CH:28]([C:31]2[CH:32]=[CH:33][C:34]([C:2]3[CH:20]=[CH:19][C:5]([C:6](=[O:7])[NH:8][C:9]4[CH:10]=[N:11][C:12]([C:15]([F:18])([F:17])[F:16])=[CH:13][CH:14]=4)=[CH:4][N:3]=3)=[CH:35][CH:36]=2)[CH2:29][CH2:30]1, predict the reactants needed to synthesize it. The reactants are: Br[C:2]1[CH:20]=[CH:19][C:5]([C:6]([NH:8][C:9]2[CH:10]=[N:11][C:12]([C:15]([F:18])([F:17])[F:16])=[CH:13][CH:14]=2)=[O:7])=[CH:4][N:3]=1.[CH3:21][O:22][C:23](=[O:46])[CH2:24][CH:25]1[CH2:30][CH2:29][CH:28]([C:31]2[CH:36]=[CH:35][C:34](B3OC(C)(C)C(C)(C)O3)=[CH:33][CH:32]=2)[CH2:27][CH2:26]1.C(=O)([O-])[O-].[Na+].[Na+]. (2) Given the product [CH3:5][O:6][C:2]1[C:1]([OH:4])=[N:13][C:14]([OH:15])=[N:16][CH:10]=1, predict the reactants needed to synthesize it. The reactants are: [C:1]([O-:4])(=O)[CH3:2].[CH:5](OCC)=[O:6].[CH3:10][O-].[Na+].[NH2:13][C:14]([NH2:16])=[O:15]. (3) Given the product [F:1][C:2]1[CH:25]=[CH:24][C:5]([C@@H:6]([OH:7])[C@@H:8]2[CH2:12][CH2:11][C:10](=[O:13])[N:9]2[CH2:14][CH2:15][NH:16][C:17](=[O:23])[O:18][C:19]([CH3:21])([CH3:22])[CH3:20])=[C:4]([CH3:26])[CH:3]=1, predict the reactants needed to synthesize it. The reactants are: [F:1][C:2]1[CH:25]=[CH:24][C:5]([C:6]([C@@H:8]2[CH2:12][CH2:11][C:10](=[O:13])[N:9]2[CH2:14][CH2:15][NH:16][C:17](=[O:23])[O:18][C:19]([CH3:22])([CH3:21])[CH3:20])=[O:7])=[C:4]([CH3:26])[CH:3]=1. (4) Given the product [CH2:24]([Si:9]([CH2:6][CH:7]=[CH2:8])([CH2:21][CH:22]=[CH2:23])[CH2:10][CH2:11][CH2:12][C:13]1[CH:20]=[CH:19][C:16]([CH2:17][OH:18])=[CH:15][CH:14]=1)[CH:25]=[CH2:26], predict the reactants needed to synthesize it. The reactants are: C1COCC1.[CH2:6]([Si:9]([CH2:24][CH:25]=[CH2:26])([CH2:21][CH:22]=[CH2:23])[CH2:10][CH2:11][CH2:12][C:13]1[CH:20]=[CH:19][C:16]([CH:17]=[O:18])=[CH:15][CH:14]=1)[CH:7]=[CH2:8].[BH4-].[Na+].C(=O)([O-])O.[Na+]. (5) The reactants are: O=[C:2]1[NH:7][CH2:6][C:5]2([CH2:12][CH2:11][N:10]([C:13]([O:15][C:16]([CH3:19])([CH3:18])[CH3:17])=[O:14])[CH2:9][CH2:8]2)[O:4][CH2:3]1.B.C1COCC1.CSC.B. Given the product [O:4]1[C:5]2([CH2:12][CH2:11][N:10]([C:13]([O:15][C:16]([CH3:19])([CH3:18])[CH3:17])=[O:14])[CH2:9][CH2:8]2)[CH2:6][NH:7][CH2:2][CH2:3]1, predict the reactants needed to synthesize it. (6) Given the product [NH2:19][C:13]1[N:12]=[C:11]([NH2:20])[C:10]2[C:15](=[CH:16][CH:17]=[CH:18][C:9]=2[O:8][CH2:7][CH:4]2[CH2:5][CH2:6][N:1]([C:27]([C:24]3[CH:25]=[CH:26][C:21]([CH3:30])=[CH:22][CH:23]=3)=[O:28])[CH2:2][CH2:3]2)[N:14]=1, predict the reactants needed to synthesize it. The reactants are: [NH:1]1[CH2:6][CH2:5][CH:4]([CH2:7][O:8][C:9]2[CH:18]=[CH:17][CH:16]=[C:15]3[C:10]=2[C:11]([NH2:20])=[N:12][C:13]([NH2:19])=[N:14]3)[CH2:3][CH2:2]1.[C:21]1([CH3:30])[CH:26]=[CH:25][C:24]([C:27](Cl)=[O:28])=[CH:23][CH:22]=1. (7) Given the product [CH3:7][S:6]([CH2:5][CH2:4][C:3]([N:2]([CH3:1])[C:9]1[S:13][C:12]([C:14]2[CH:15]=[N:16][CH:17]=[CH:18][CH:19]=2)=[N:11][C:10]=1[CH3:20])=[O:8])(=[O:26])=[O:25], predict the reactants needed to synthesize it. The reactants are: [CH3:1][N:2]([C:9]1[S:13][C:12]([C:14]2[CH:15]=[N:16][CH:17]=[CH:18][CH:19]=2)=[N:11][C:10]=1[CH3:20])[C:3](=[O:8])[CH2:4][CH2:5][S:6][CH3:7].B1([O-])OO1.[OH2:25].[OH2:26].O.O.[Na+].C([O-])(O)=O.[Na+].ClCCl.